Dataset: NCI-60 drug combinations with 297,098 pairs across 59 cell lines. Task: Regression. Given two drug SMILES strings and cell line genomic features, predict the synergy score measuring deviation from expected non-interaction effect. Drug 1: CC1CC(C(C(C=C(C(C(C=CC=C(C(=O)NC2=CC(=O)C(=C(C1)C2=O)OC)C)OC)OC(=O)N)C)C)O)OC. Drug 2: C1CCC(C(C1)[NH-])[NH-].C(=O)(C(=O)[O-])[O-].[Pt+4]. Cell line: NCIH23. Synergy scores: CSS=54.9, Synergy_ZIP=-2.34, Synergy_Bliss=-5.34, Synergy_Loewe=-5.20, Synergy_HSA=-0.866.